From a dataset of Reaction yield outcomes from USPTO patents with 853,638 reactions. Predict the reaction yield, written as a fraction of the theoretical maximum amount of product (1.0 means a 100% yield; for example, 0.34 means a 34% yield). The reactants are [NH2:1][C:2]1[CH:7]=[CH:6][C:5]([C:8]2[CH:13]=[CH:12][CH:11]=[CH:10][CH:9]=2)=[CH:4][CH:3]=1.Br[C:15]1[CH:20]=[CH:19][C:18]([C:21]2[CH:26]=[CH:25][CH:24]=[C:23]([C:27]3[CH:32]=[CH:31][CH:30]=[CH:29][CH:28]=3)[CH:22]=2)=[CH:17][CH:16]=1.CC(C)([O-])C.[Na+]. The catalyst is C1(C)C=CC=CC=1.[Pd].[Pd].C(=CC(C=CC1C=CC=CC=1)=O)C1C=CC=CC=1.C(=CC(C=CC1C=CC=CC=1)=O)C1C=CC=CC=1.C(=CC(C=CC1C=CC=CC=1)=O)C1C=CC=CC=1.C(P(C(C)(C)C)C(C)(C)C)(C)(C)C. The product is [C:5]1([C:8]2[CH:13]=[CH:12][CH:11]=[CH:10][CH:9]=2)[CH:4]=[CH:3][C:2]([NH:1][C:30]2[CH:29]=[CH:28][C:27]([C:23]3[CH:24]=[CH:25][CH:26]=[C:21]([C:18]4[CH:19]=[CH:20][CH:15]=[CH:16][CH:17]=4)[CH:22]=3)=[CH:32][CH:31]=2)=[CH:7][CH:6]=1. The yield is 0.730.